Task: Predict the product of the given reaction.. Dataset: Forward reaction prediction with 1.9M reactions from USPTO patents (1976-2016) (1) Given the reactants Cl.Cl.[F:3][C:4]([F:23])([F:22])[S:5][C:6]1[CH:21]=[CH:20][C:9]2[NH:10][C:11]([C:13]3([NH2:19])[CH2:18][CH2:17][NH:16][CH2:15][CH2:14]3)=[N:12][C:8]=2[CH:7]=1.C(N(C(C)C)C(C)C)C.[CH:33]1[C:37]2[C:38](Cl)=[N:39][CH:40]=[N:41][C:36]=2[NH:35][CH:34]=1, predict the reaction product. The product is: [N:41]1[C:36]2[NH:35][CH:34]=[CH:33][C:37]=2[C:38]([N:16]2[CH2:17][CH2:18][C:13]([C:11]3[NH:10][C:9]4[CH:20]=[CH:21][C:6]([S:5][C:4]([F:22])([F:3])[F:23])=[CH:7][C:8]=4[N:12]=3)([NH2:19])[CH2:14][CH2:15]2)=[N:39][CH:40]=1. (2) The product is: [ClH:1].[Cl:1][C:2]1[C:3]([F:35])=[C:4]([C:22]2[CH2:23][CH2:24][NH:25][CH2:26][CH:27]=2)[C:5]([O:20][CH3:21])=[C:6]([CH:8]([NH:10][C:11]2[N:19]=[CH:18][N:17]=[C:16]3[C:12]=2[N:13]=[CH:14][NH:15]3)[CH3:9])[CH:7]=1. Given the reactants [Cl:1][C:2]1[C:3]([F:35])=[C:4]([C:22]2[CH2:23][CH2:24][N:25](C(OC(C)(C)C)=O)[CH2:26][CH:27]=2)[C:5]([O:20][CH3:21])=[C:6]([CH:8]([NH:10][C:11]2[N:19]=[CH:18][N:17]=[C:16]3[C:12]=2[N:13]=[CH:14][NH:15]3)[CH3:9])[CH:7]=1.Cl.CCN(C(C)C)C(C)C.CS(Cl)(=O)=O, predict the reaction product. (3) Given the reactants C([O:8][CH2:9][CH2:10][CH2:11][C@H:12]1[CH2:16][CH2:15][N:14]([C:17]2[CH:18]=[N:19][CH:20]=[C:21]([O:23][CH2:24][C@@H:25]3[CH2:29][CH2:28][CH2:27][N:26]3C(OC(C)(C)C)=O)[CH:22]=2)[CH2:13]1)C1C=CC=CC=1, predict the reaction product. The product is: [NH:26]1[CH2:27][CH2:28][CH2:29][C@H:25]1[CH2:24][O:23][C:21]1[CH:22]=[C:17]([N:14]2[CH2:15][CH2:16][C@H:12]([CH2:11][CH2:10][CH2:9][OH:8])[CH2:13]2)[CH:18]=[N:19][CH:20]=1. (4) Given the reactants C(OC([NH:8][C:9]1[S:13][C:12]([C:14]2[C:19]([F:20])=[CH:18][CH:17]=[CH:16][C:15]=2[F:21])=[N:11][C:10]=1[C:22]([NH:24][C:25]1[CH:26]=[N:27][N:28]([CH3:45])[C:29]=1[N:30]1[CH2:35][C@H:34]([F:36])[CH2:33][C@H:32]([NH:37]C(=O)OC(C)(C)C)[CH2:31]1)=[O:23])=O)(C)(C)C.N, predict the reaction product. The product is: [NH2:8][C:9]1[S:13][C:12]([C:14]2[C:15]([F:21])=[CH:16][CH:17]=[CH:18][C:19]=2[F:20])=[N:11][C:10]=1[C:22]([NH:24][C:25]1[CH:26]=[N:27][N:28]([CH3:45])[C:29]=1[N:30]1[CH2:35][C@H:34]([F:36])[CH2:33][C@H:32]([NH2:37])[CH2:31]1)=[O:23].